Dataset: Retrosynthesis with 50K atom-mapped reactions and 10 reaction types from USPTO. Task: Predict the reactants needed to synthesize the given product. (1) Given the product Nc1cc(Br)ccc1O, predict the reactants needed to synthesize it. The reactants are: O=[N+]([O-])c1cc(Br)ccc1O. (2) Given the product C=Cc1ccc(NC(=O)CCC(=O)OC)nc1, predict the reactants needed to synthesize it. The reactants are: C=C[Sn](CCCC)(CCCC)CCCC.COC(=O)CCC(=O)Nc1ccc(Br)cn1. (3) Given the product CC1Cc2ccccc2N1C(=O)c1ccnc(Nc2ccc3c(c2)CC2(C3)C(=O)Nc3ncccc32)c1, predict the reactants needed to synthesize it. The reactants are: CC1Cc2ccccc2N1.O=C(O)c1ccnc(Nc2ccc3c(c2)CC2(C3)C(=O)Nc3ncccc32)c1.